This data is from Experimentally validated miRNA-target interactions with 360,000+ pairs, plus equal number of negative samples. The task is: Binary Classification. Given a miRNA mature sequence and a target amino acid sequence, predict their likelihood of interaction. (1) The miRNA is dme-miR-314-3p with sequence UAUUCGAGCCAAUAAGUUCGG. The protein sequence of the target gene is MESLLENPVRAVLYLKELTAIVQNQQSLIHTQRQRIDELERRLDELSAENRSLWEHQQLLQAQPPPGLVPPPPSAPLPAPAVTAPAAAAAQEPLQDHGQLIPASPEPPLQHHGQLLAQPQPAPSSRVQTPQSPHQHPVAPGAIADKEKERPSSCCAAAGALLQHASPAALGKGVLSRRPENETVLHQFCCPAADTEQKPACSDLASQSDGSCAQAGGGMEDSVVAAVAAGRPSAHAPKAQAPELQQEEERPGAVGSPRAGPLRAASPGRQQPALATALCSHTPAASEYELSLDLKNKQIE.... Result: 0 (no interaction). (2) The miRNA is hsa-miR-1227-5p with sequence GUGGGGCCAGGCGGUGG. The protein sequence of the target gene is MGGLASGGDVEPGLPVEVRGSNGAFYKGFVKDVHEDSVTIFFENNWQSERQIPFGDVRLPPPADYNKEITEGDEVEVYSRANEQEPCGWWLARVRMMKGDFYVIEYAACDATYNEIVTLERLRPVNPNPLATKGSFFKVTMAVPEDLREACSNENVHKEFKKALGANCIFLNITNSELFILSTTEAPVKRASLLGDMHFRSLRTKLLLMSRNEEATKHLETSKQLAAAFQEEFTVREDLMGLAIGTHGANIQQARKVPGVTAIELGEETCTFRIYGETPEACRQARSYLEFSEDSVQVPR.... Result: 1 (interaction). (3) The miRNA is mmu-miR-5121 with sequence AGCUUGUGAUGAGACAUCUCC. The protein sequence of the target gene is MGELFRSEEMTLAQLFLQSEAAYCCVSELGELGKVQFRDLNPDVNVFQRKFVNEVRRCEEMDRKLRFVEKEIRKANIPIMDTGENPEVPFPRDMIDLEANFEKIENELKEINTNQEALKRNFLELTELKFILRKTQQFFDEAELHHQQMADPDLLEESSSLLEPNEMGRGAPLRLGFVAGVINRERIPTFERMLWRVCRGNVFLRQAEIENPLEDPVTGDYVHKSVFIIFFQGDQLKNRVKKICEGFRASLYPCPETPQERKEMASGVNTRIDDLQMVLNQTEDHRQRVLQAAAKNIRVW.... Result: 0 (no interaction). (4) The miRNA is hsa-miR-6499-3p with sequence AGCAGUGUUUGUUUUGCCCACA. The protein sequence of the target gene is MGRDLRPGSRVLLLLLLLLLVYLTQPGNGNEGSVTGSCYCGKRISSDSPPSVQFMNRLRKHLRAYHRCLYYTRFQLLSWSVCGGNKDPWVQELMSCLDLKECGHAYSGIVAHQKHLLPTSPPISQASEGASSDIHTPAQMLLSTLQSTQRPTLPVGSLSSDKELTRPNETTIHTAGHSLAAGPEAGENQKQPEKNAGPTARTSATVPVLCLLAIIFILTAALSYVLCKRRRGQSPQSSPDLPVHYIPVAPDSNT. Result: 1 (interaction). (5) The miRNA is mmu-miR-211-5p with sequence UUCCCUUUGUCAUCCUUUGCCU. The protein sequence of the target gene is MAEAELHKERLQAIAEKRKRQTEIEGKRRQLDEQVLLLQHSKSKVLREKWLLQGVPAGTAEEEEARRRQSEEDEFKVKQLEDNIQRLEQEIQALESEESQISAKEQIILEKLKETEKSFKDLQKSFSTADGAIYAMEINVEKDKQTGETKILSASTIGPEGVHQRGVKVYDDGTKVVYEVHSGGTVVENGVHKLSAKDVEELIQKAGQSSFRRHMSERTVVADGSLGHPKEHMLCKEAKLEMVQKSRKDQSSGNPGQQAQPPITEEPGANLDQPVTMIFMGYQNIEDEEETKKVLGYDET.... Result: 0 (no interaction). (6) The miRNA is hsa-miR-758-3p with sequence UUUGUGACCUGGUCCACUAACC. The protein sequence of the target gene is MGSGAGELGRAERLPVLFLFLLSLFCPALCEQIRYRIPEEMPKGSVVGNLATDLGFSVQELPTRKLRVSSEKPYFTVSAESGELLVSSRLDREEICGKKPACALEFEAVAENPLNFYHVNVEIEDINDHTPKFTQNSFELQISESAQPGTRFILGSAHDADIGSNTLQNYQLSPSDHFSLINKEKSDGSKYPEMVLKTPLDREKQKSYHLTLTALDFGAPPLSSTAQIHVLVTDANDNAPVFSQDVYRVSLSENVYPGTTVLQVTATDQDEGVNAEITFSFSEASQITQFDLNSNTGEIT.... Result: 0 (no interaction). (7) The miRNA is hsa-miR-7106-5p with sequence UGGGAGGAGGGGAUCUUGGG. The protein sequence of the target gene is MLLFVLTCLLAVFPAISTKSPIFGPEEVNSVEGNSVSITCYYPPTSVNRHTRKYWCRQGARGGCITLISSEGYVSSKYAGRANLTNFPENGTFVVNIAQLSQDDSGRYKCGLGINSRGLSFDVSLEVSQGPGLLNDTKVYTVDLGRTVTINCPFKTENAQKRKSLYKQIGLYPVLVIDSSGYVNPNYTGRIRLDIQGTGQLLFSVVINQLRLSDAGQYLCQAGDDSNSNKKNADLQVLKPEPELVYEDLRGSVTFHCALGPEVANVAKFLCRQSSGENCDVVVNTLGKRAPAFEGRILLN.... Result: 1 (interaction). (8) The miRNA is hsa-miR-3121-3p with sequence UAAAUAGAGUAGGCAAAGGACA. The protein sequence of the target gene is MPEPSKSAPAPKKGSKKAITKAQKKDGKKRKRSRKESYSIYVYKVLKQVHPDTGISSKAMGIMNSFVNDIFERIAGEASRLAHYNKRSTITSREIQTAVRLLLPGELAKHAVSEGTKAVTKYTSSK. Result: 0 (no interaction). (9) The miRNA is hsa-miR-4761-3p with sequence GAGGGCAUGCGCACUUUGUCC. The protein sequence of the target gene is MVAEAGSMPAASSVKKPFGLRSKMGKWCRHCFPWCRGSGKSNVGTSGDHDDSAMKTLRSKMGKWCRHCFPWCRGSSKSNVGTSGDHDDSAMKTLRSKMGKWCCHCFPCCRGSGKSKVGPWGDYDDSAFMEPRYHVRREDLDKLHRAAWWGKVPRKDLIVMLKDTDMNKKDKQKRTALHLASANGNSEVVKLLLDRRCQLNILDNKKRTALTKAVQCREDECALMLLEHGTDPNIPDEYGNTALHYAIYNEDKLMAKALLLYGADIESKNKHGLTPLLLGVHEQKQQVVKFLIKKKANLNA.... Result: 1 (interaction). (10) The miRNA is hsa-miR-1-3p with sequence UGGAAUGUAAAGAAGUAUGUAU. The protein sequence of the target gene is MTVFRQENVDDYYDTGEELGSGQFAVVKKCREKSTGLQYAAKFIKKRRTKSSRRGVSREDIEREVSILKEIRHPNVITLHEVYENKTDVILILELVAGGELFDFLAEKESLTEEEATEFLKQILSGVYYLHSLQIAHFDLKPENIMLLDRNVPKPRIKIIDFGLAHKIDFGNEFKNIFGTPEFVAPEIVNYEPLGLEADMWSIGVITYILLSGASPFLGDTKQETLANVSAVNYDFEEEFFRNTSTLAKDFIRRLLVKDPKKRMTIQDSLQHPWIKPKDTQQALSRKASAVNMEKFKKFA.... Result: 0 (no interaction).